Dataset: Full USPTO retrosynthesis dataset with 1.9M reactions from patents (1976-2016). Task: Predict the reactants needed to synthesize the given product. (1) The reactants are: [CH2:1]([O:8][C:9]1[CH:10]=[C:11]([CH:20]([OH:27])[C:21]2[CH:26]=[CH:25][N:24]=[CH:23][CH:22]=2)[CH:12]=[C:13]2[C:18]=1[N:17]=[CH:16][NH:15][C:14]2=[O:19])[C:2]1[CH:7]=[CH:6][CH:5]=[CH:4][CH:3]=1. Given the product [CH2:1]([O:8][C:9]1[CH:10]=[C:11]([C:20](=[O:27])[C:21]2[CH:22]=[CH:23][N:24]=[CH:25][CH:26]=2)[CH:12]=[C:13]2[C:18]=1[N:17]=[CH:16][NH:15][C:14]2=[O:19])[C:2]1[CH:7]=[CH:6][CH:5]=[CH:4][CH:3]=1, predict the reactants needed to synthesize it. (2) Given the product [CH2:1]([NH:4][C:5]1[N:10]=[C:9]([NH:11][CH2:12][CH2:13][CH3:14])[N:8]=[C:7]([NH:15][O:16][CH3:17])[N:6]=1)[CH2:2][CH3:3], predict the reactants needed to synthesize it. The reactants are: [CH2:1]([NH:4][C:5]1[N:10]=[C:9]([NH:11][CH2:12][CH2:13][CH3:14])[N:8]=[C:7]([N:15](C)[O:16][CH3:17])[N:6]=1)[CH2:2][CH3:3].Cl.CON.[OH-].[Na+]. (3) Given the product [C:4]1([S:20]([N:1]2[C:9]3[C:4](=[CH:5][C:6]([C:10]4[S:11][CH2:12][C@@H:13]([C:15]([OH:17])=[O:16])[N:14]=4)=[CH:7][CH:8]=3)[CH:3]=[CH:2]2)(=[O:22])=[O:21])[CH:9]=[CH:8][CH:7]=[CH:6][CH:5]=1, predict the reactants needed to synthesize it. The reactants are: [NH:1]1[C:9]2[C:4](=[CH:5][C:6]([C:10]3[S:11][CH2:12][C@@H:13]([C:15]([OH:17])=[O:16])[N:14]=3)=[CH:7][CH:8]=2)[CH:3]=[CH:2]1.[OH-].[Na+].[S:20](Cl)(Cl)(=[O:22])=[O:21].Cl. (4) The reactants are: [F:1][C:2]1[N:10]=[C:9]([F:11])[CH:8]=[CH:7][C:3]=1[C:4]([OH:6])=O.S(Cl)(Cl)=O.[OH:16][CH2:17][CH:18]1[NH:23][CH2:22][CH2:21][N:20]([C:24]([O:26][C:27]([CH3:30])([CH3:29])[CH3:28])=[O:25])[CH2:19]1.C(N(CC)CC)C. Given the product [F:1][C:2]1[C:3]([C:4]([N:23]2[CH2:22][CH2:21][N:20]([C:24]([O:26][C:27]([CH3:28])([CH3:29])[CH3:30])=[O:25])[CH2:19][CH:18]2[CH2:17][OH:16])=[O:6])=[CH:7][CH:8]=[C:9]([F:11])[N:10]=1, predict the reactants needed to synthesize it. (5) Given the product [S:5]([O:8][Si:10]([CH3:13])([CH3:12])[CH3:11])([O:3][CH2:1][CH3:2])(=[O:7])=[O:6], predict the reactants needed to synthesize it. The reactants are: [CH2:1]([OH:3])[CH3:2].Cl[S:5]([OH:8])(=[O:7])=[O:6].Cl[Si:10]([CH3:13])([CH3:12])[CH3:11]. (6) Given the product [CH3:12][N:13]([CH3:14])[C:3](=[O:2])[CH2:4][C:5](=[O:10])[CH2:6][CH2:7][CH2:8][CH3:9], predict the reactants needed to synthesize it. The reactants are: C[O:2][C:3](=O)[CH2:4][C:5](=[O:10])[CH2:6][CH2:7][CH2:8][CH3:9].[CH3:12][NH:13][CH3:14].C(O)C. (7) Given the product [CH3:1][N:2]1[C:3]2[CH:8]=[CH:7][C:6]([N+:9]([O-:11])=[O:10])=[CH:5][C:4]=2[N:12]=[C:14]1[NH2:13], predict the reactants needed to synthesize it. The reactants are: [CH3:1][NH:2][C:3]1[C:4]([NH2:12])=[CH:5][C:6]([N+:9]([O-:11])=[O:10])=[CH:7][CH:8]=1.[N-:13]=[C:14]=S.[Br-].[OH-].[Na+]. (8) The reactants are: [O:1]=[C:2]1[CH2:7][C:6](=[O:8])[CH2:5][CH2:4][N:3]1C(OC(C)(C)C)=O.C[Si]([N-][Si](C)(C)C)(C)C.[Li+].[CH2:26](Br)[C:27]1[CH:32]=[CH:31][CH:30]=[CH:29][CH:28]=1.OS([O-])(=O)=O.[K+]. Given the product [CH2:26]([CH:5]1[CH2:4][NH:3][C:2](=[O:1])[CH2:7][C:6]1=[O:8])[C:27]1[CH:32]=[CH:31][CH:30]=[CH:29][CH:28]=1, predict the reactants needed to synthesize it. (9) The reactants are: C([N:5]1[CH2:8][C:7]([N+:12]([O-:14])=[O:13])([N+:9]([O-:11])=[O:10])[CH2:6]1)(C)(C)C.B(F)(F)F.CCOCC.[F:31][C:30]([F:33])([F:32])C(OC(=O)[C:30]([F:33])([F:32])[F:31])=O. Given the product [F:33][C:30]([F:31])([F:32])[N:5]1[CH2:8][C:7]([N+:12]([O-:14])=[O:13])([N+:9]([O-:11])=[O:10])[CH2:6]1, predict the reactants needed to synthesize it.